This data is from Reaction yield outcomes from USPTO patents with 853,638 reactions. The task is: Predict the reaction yield, written as a fraction of the theoretical maximum amount of product (1.0 means a 100% yield; for example, 0.34 means a 34% yield). (1) The reactants are [CH3:1][C:2]1[CH:14]=[CH:13][CH:12]=[C:11]([CH2:15][O:16][C@@H:17]2[CH2:22][CH2:21][CH2:20][C@H:19]([O:23][CH2:24][C:25]3[N:26]=[C:27]([C:31]4[CH:36]=[CH:35][C:34]([CH3:37])=[CH:33][CH:32]=4)[O:28][C:29]=3[CH3:30])[CH2:18]2)[C:3]=1[C:4]([O:6]C(C)(C)C)=[O:5].FC(F)(F)C(O)=O. The catalyst is CCCCCCC. The product is [CH3:1][C:2]1[CH:14]=[CH:13][CH:12]=[C:11]([CH2:15][O:16][C@@H:17]2[CH2:22][CH2:21][CH2:20][C@H:19]([O:23][CH2:24][C:25]3[N:26]=[C:27]([C:31]4[CH:32]=[CH:33][C:34]([CH3:37])=[CH:35][CH:36]=4)[O:28][C:29]=3[CH3:30])[CH2:18]2)[C:3]=1[C:4]([OH:6])=[O:5]. The yield is 0.660. (2) The reactants are C1(P([N:15]=[N+:16]=[N-:17])(C2C=CC=CC=2)=O)C=CC=CC=1.[CH3:18][C:19]1[O:23][C:22]([CH:24]([C:26]2([CH3:30])[CH2:29][O:28][CH2:27]2)O)=[CH:21][CH:20]=1.N12CCCN=C1CCCCC2. The catalyst is C1(C)C=CC=CC=1. The product is [N:15]([CH:24]([C:26]1([CH3:30])[CH2:29][O:28][CH2:27]1)[C:22]1[O:23][C:19]([CH3:18])=[CH:20][CH:21]=1)=[N+:16]=[N-:17]. The yield is 0.480.